From a dataset of Forward reaction prediction with 1.9M reactions from USPTO patents (1976-2016). Predict the product of the given reaction. Given the reactants [F:1][C:2]1[C:10]([F:11])=[CH:9][CH:8]=[C:7]2[C:3]=1[C:4]([CH3:14])([CH3:13])[C:5](=O)[NH:6]2.[H-].[Al+3].[Li+].[H-].[H-].[H-].O, predict the reaction product. The product is: [F:1][C:2]1[C:10]([F:11])=[CH:9][CH:8]=[C:7]2[C:3]=1[C:4]([CH3:14])([CH3:13])[CH2:5][NH:6]2.